From a dataset of Full USPTO retrosynthesis dataset with 1.9M reactions from patents (1976-2016). Predict the reactants needed to synthesize the given product. (1) The reactants are: [F:1][C:2]1[CH:3]=[C:4]([C:9](=[O:11])[CH3:10])[CH:5]=[C:6]([F:8])[CH:7]=1.[BH4-].[Na+]. Given the product [F:1][C:2]1[CH:3]=[C:4]([CH:9]([OH:11])[CH3:10])[CH:5]=[C:6]([F:8])[CH:7]=1, predict the reactants needed to synthesize it. (2) Given the product [Si:27]([O:40][C:41]1[CH:46]=[CH:45][C:44]([O:47][CH2:48][C@@H:49]([OH:50])[CH2:51][NH:20][CH2:19][CH2:18][C:17]2[CH:16]=[CH:15][C:14]([S:11]([CH2:10][C:7]3[N:6]=[C:5]([C:1]([CH3:4])([CH3:2])[CH3:3])[O:9][N:8]=3)(=[O:13])=[O:12])=[CH:22][CH:21]=2)=[CH:43][CH:42]=1)([C:23]([CH3:24])([CH3:26])[CH3:25])([C:28]1[CH:33]=[CH:32][CH:31]=[CH:30][CH:29]=1)[C:34]1[CH:35]=[CH:36][CH:37]=[CH:38][CH:39]=1, predict the reactants needed to synthesize it. The reactants are: [C:1]([C:5]1[O:9][N:8]=[C:7]([CH2:10][S:11]([C:14]2[CH:22]=[CH:21][C:17]([CH2:18][CH2:19][NH2:20])=[CH:16][CH:15]=2)(=[O:13])=[O:12])[N:6]=1)([CH3:4])([CH3:3])[CH3:2].[C:23]([Si:27]([O:40][C:41]1[CH:46]=[CH:45][C:44]([O:47][CH2:48][C@@H:49]2[CH2:51][O:50]2)=[CH:43][CH:42]=1)([C:34]1[CH:39]=[CH:38][CH:37]=[CH:36][CH:35]=1)[C:28]1[CH:33]=[CH:32][CH:31]=[CH:30][CH:29]=1)([CH3:26])([CH3:25])[CH3:24].ClCCl.C(Cl)(Cl)Cl.CO.